Dataset: Full USPTO retrosynthesis dataset with 1.9M reactions from patents (1976-2016). Task: Predict the reactants needed to synthesize the given product. (1) Given the product [CH:34]1([NH:39][C:13](=[O:15])[CH2:12][CH:4]2[C:5](=[O:11])[O:6][C:7]([CH3:9])([CH3:10])[CH2:8][N:3]2[CH2:1][CH3:2])[CH2:35][CH2:36][CH2:37][CH2:38]1, predict the reactants needed to synthesize it. The reactants are: [CH2:1]([N:3]1[CH2:8][C:7]([CH3:10])([CH3:9])[O:6][C:5](=[O:11])[CH:4]1[CH2:12][C:13]([OH:15])=O)[CH3:2].C(N(C(C)C)CC)(C)C.CN(C(ON1N=N[C:35]2[CH:36]=[CH:37][CH:38]=[N:39][C:34]1=2)=[N+](C)C)C.F[P-](F)(F)(F)(F)F.C1(N)CCCC1. (2) Given the product [CH3:7][C:8]1[C:9]([CH2:10][OH:11])=[CH:14][CH:15]=[CH:16][N:17]=1, predict the reactants needed to synthesize it. The reactants are: [H-].[Al+3].[Li+].[H-].[H-].[H-].[CH3:7][C:8]1[N:17]=[CH:16][CH:15]=[CH:14][C:9]=1[C:10](OC)=[O:11]. (3) Given the product [CH:7]([C:10]1[CH:15]=[CH:14][CH:13]=[C:12]([CH:16]([CH3:18])[CH3:17])[C:11]=1[N:19]1[C:28](=[O:29])[C:27]2[CH:30]=[CH:31][C:32]3[O:33][C:34]4[C:39]([C:24]5[C:25]=3[C:26]=2[C:21](=[CH:22][CH:23]=5)[C:20]1=[O:41])=[CH:38][C:37]([O:40][C:50]1[CH:55]=[CH:54][CH:53]=[CH:52][CH:51]=1)=[CH:36][CH:35]=4)([CH3:8])[CH3:9], predict the reactants needed to synthesize it. The reactants are: CC(C)([O-])C.[K+].[CH:7]([C:10]1[CH:15]=[CH:14][CH:13]=[C:12]([CH:16]([CH3:18])[CH3:17])[C:11]=1[N:19]1[C:28](=[O:29])[C:27]2[CH:30]=[CH:31][C:32]3[O:33][C:34]4[C:39]([C:24]5[C:25]=3[C:26]=2[C:21](=[CH:22][CH:23]=5)[C:20]1=[O:41])=[CH:38][C:37]([OH:40])=[CH:36][CH:35]=4)([CH3:9])[CH3:8].FC(F)(F)S([O-])(=O)=O.[C:50]1([I+][C:50]2[CH:55]=[CH:54][CH:53]=[CH:52][CH:51]=2)[CH:55]=[CH:54][CH:53]=[CH:52][CH:51]=1. (4) Given the product [CH3:1][C:2]1[CH:3]=[C:4]2[C:8](=[CH:9][C:10]=1[CH3:11])[C:7](=[O:12])[N:6]([C:13]1[CH:14]=[N:15][CH:16]=[CH:17][CH:18]=1)[C:5]2=[CH:20][CH2:21][CH2:22][CH2:23][CH2:24][CH3:25], predict the reactants needed to synthesize it. The reactants are: [CH3:1][C:2]1[CH:3]=[C:4]2[C:8](=[CH:9][C:10]=1[CH3:11])[C:7](=[O:12])[N:6]([C:13]1[CH:14]=[N:15][CH:16]=[CH:17][CH:18]=1)[C:5]2([CH2:20][CH2:21][CH2:22][CH2:23][CH2:24][CH3:25])O.FC(F)(F)C(O)=O.C([SiH](CC)CC)C.C([O-])([O-])=O.[K+].[K+].